This data is from Peptide-MHC class II binding affinity with 134,281 pairs from IEDB. The task is: Regression. Given a peptide amino acid sequence and an MHC pseudo amino acid sequence, predict their binding affinity value. This is MHC class II binding data. The peptide sequence is KIPTIVKTIQNKLSS. The MHC is DRB1_0101 with pseudo-sequence DRB1_0101. The binding affinity (normalized) is 0.711.